This data is from Full USPTO retrosynthesis dataset with 1.9M reactions from patents (1976-2016). The task is: Predict the reactants needed to synthesize the given product. (1) Given the product [C:34]([O:33][C@@H:32]1[CH2:37][C@@H:38]([CH2:40][O:41][C:42]([C:43]2[CH:48]=[CH:47][CH:46]=[CH:45][CH:44]=2)=[O:49])[O:39][C@H:31]1[N:13]1[CH:12]=[N:11][C:10]2[C:14]1=[N:15][CH:16]=[N:17][C:9]=2[Cl:8])(=[O:36])[CH3:35], predict the reactants needed to synthesize it. The reactants are: S([O-])([O-])(=O)=O.[NH4+].[NH4+].[Cl:8][C:9]1[N:17]=[CH:16][N:15]=[C:14]2[C:10]=1[NH:11][CH:12]=[N:13]2.C[Si](C)(C)N[Si](C)(C)C.C(O[CH:31]1[O:39][C@H:38]([CH2:40][O:41][C:42](=[O:49])[C:43]2[CH:48]=[CH:47][CH:46]=[CH:45][CH:44]=2)[CH2:37][C@H:32]1[O:33][C:34](=[O:36])[CH3:35])(=O)C.O([Si](C)(C)C)S(C(F)(F)F)(=O)=O.C(=O)(O)[O-].[Na+]. (2) Given the product [CH3:1][O:2][C:3]1[N:12]=[CH:11][CH:10]=[C:9]2[C:4]=1[C:5](=[O:6])[NH:21][C:14]([C:15]1[CH:20]=[CH:19][CH:18]=[CH:17][CH:16]=1)=[CH:13]2, predict the reactants needed to synthesize it. The reactants are: [CH3:1][O:2][C:3]1[N:12]=[CH:11][CH:10]=[C:9]([C:13]#[C:14][C:15]2[CH:20]=[CH:19][CH:18]=[CH:17][CH:16]=2)[C:4]=1[C:5](OC)=[O:6].[NH3:21].